Dataset: Full USPTO retrosynthesis dataset with 1.9M reactions from patents (1976-2016). Task: Predict the reactants needed to synthesize the given product. (1) Given the product [ClH:2].[Cl:15][C:11]1[CH:10]=[C:9]([C:5]2[CH:4]=[C:3]([NH:16][C:17]3[CH:22]=[CH:21][C:20]([CH2:23][CH2:24][OH:25])=[CH:19][CH:18]=3)[CH:8]=[CH:7][N:6]=2)[CH:14]=[CH:13][CH:12]=1, predict the reactants needed to synthesize it. The reactants are: Cl.[Cl:2][C:3]1[CH:8]=[CH:7][N:6]=[C:5]([C:9]2[CH:14]=[CH:13][CH:12]=[C:11]([Cl:15])[CH:10]=2)[CH:4]=1.[NH2:16][C:17]1[CH:22]=[CH:21][C:20]([CH2:23][CH2:24][OH:25])=[CH:19][CH:18]=1. (2) Given the product [C:2]([C:6]1[CH:10]=[C:9]([CH2:11][NH:12][C:45]([NH:44][C:41]2[CH:42]=[N:43][C:38]([CH2:37][CH2:36][O:35][Si:28]([C:31]([CH3:34])([CH3:33])[CH3:32])([CH3:30])[CH3:29])=[CH:39][CH:40]=2)=[O:46])[N:8]([C:13]2[CH:18]=[CH:17][CH:16]=[C:15]([O:19][CH3:20])[CH:14]=2)[N:7]=1)([CH3:5])([CH3:3])[CH3:4], predict the reactants needed to synthesize it. The reactants are: Cl.[C:2]([C:6]1[CH:10]=[C:9]([CH2:11][NH2:12])[N:8]([C:13]2[CH:18]=[CH:17][CH:16]=[C:15]([O:19][CH3:20])[CH:14]=2)[N:7]=1)([CH3:5])([CH3:4])[CH3:3].C(N(CC)CC)C.[Si:28]([O:35][CH2:36][CH2:37][C:38]1[N:43]=[CH:42][C:41]([NH:44][C:45](=O)[O:46]C2C=CC=CC=2)=[CH:40][CH:39]=1)([C:31]([CH3:34])([CH3:33])[CH3:32])([CH3:30])[CH3:29].